Task: Predict the product of the given reaction.. Dataset: Forward reaction prediction with 1.9M reactions from USPTO patents (1976-2016) (1) Given the reactants Cl.[NH2:2][C@H:3]1[CH2:8][CH2:7][C@H:6]([NH:9][C:10]([C:12]2[C:16]3=[N:17][CH:18]=[CH:19][C:20]([C:21]4[CH:26]=[C:25]([O:27][CH3:28])[C:24]([F:29])=[CH:23][C:22]=4[O:30][CH2:31][CH:32]4[CH2:34][CH2:33]4)=[C:15]3[NH:14][C:13]=2[CH3:35])=[O:11])[CH2:5][CH2:4]1.C([O:39][CH2:40][C:41](Cl)=[O:42])(=O)C, predict the reaction product. The product is: [CH:32]1([CH2:31][O:30][C:22]2[CH:23]=[C:24]([F:29])[C:25]([O:27][CH3:28])=[CH:26][C:21]=2[C:20]2[CH:19]=[CH:18][N:17]=[C:16]3[C:12]([C:10]([NH:9][C@H:6]4[CH2:7][CH2:8][C@H:3]([NH:2][C:40](=[O:39])[CH2:41][OH:42])[CH2:4][CH2:5]4)=[O:11])=[C:13]([CH3:35])[NH:14][C:15]=23)[CH2:33][CH2:34]1. (2) Given the reactants [OH-].[Na+].[OH:3][C:4]1[CH:30]=[CH:29][CH:28]=[CH:27][C:5]=1[CH2:6][NH:7][C:8]([NH:10][C:11]1[N:15]([C:16]2[CH:21]=[CH:20][C:19]([CH3:22])=[CH:18][CH:17]=2)[N:14]=[C:13]([C:23]([CH3:26])([CH3:25])[CH3:24])[CH:12]=1)=[O:9].[Cl:31][C:32]1[N:37]=[C:36](Cl)[C:35]([N+:39]([O-:41])=[O:40])=[CH:34][N:33]=1.C(O)(=O)CC(CC(O)=O)(C(O)=O)O, predict the reaction product. The product is: [C:23]([C:13]1[CH:12]=[C:11]([NH:10][C:8]([NH:7][CH2:6][C:5]2[CH:27]=[CH:28][CH:29]=[CH:30][C:4]=2[O:3][C:34]2[C:35]([N+:39]([O-:41])=[O:40])=[CH:36][N:37]=[C:32]([Cl:31])[N:33]=2)=[O:9])[N:15]([C:16]2[CH:21]=[CH:20][C:19]([CH3:22])=[CH:18][CH:17]=2)[N:14]=1)([CH3:25])([CH3:26])[CH3:24]. (3) Given the reactants [Mg].BrCCBr.Br[C:7]1[CH:12]=[CH:11][C:10]([O:13][CH:14]([CH3:16])[CH3:15])=[C:9]([CH3:17])[CH:8]=1.[Br-].[CH3:19][C:20]([C:22]1[CH:27]=[CH:26][CH:25]=[C:24]([Br:28])[CH:23]=1)=O, predict the reaction product. The product is: [Br:28][C:24]1[CH:23]=[C:22]([C:20]([C:7]2[CH:12]=[CH:11][C:10]([O:13][CH:14]([CH3:16])[CH3:15])=[C:9]([CH3:17])[CH:8]=2)=[CH2:19])[CH:27]=[CH:26][CH:25]=1. (4) Given the reactants C(OC([N:8]1[CH2:13][CH2:12][C@H:11]([NH:14][C:15]([O:17][CH2:18][C:19]2[CH:24]=[CH:23][CH:22]=[CH:21][CH:20]=2)=[O:16])[C@H:10]([NH:25][C:26](=[O:40])[C:27]2[CH:32]=[CH:31][C:30]([N:33]3[CH:38]=[CH:37][CH:36]=[CH:35][C:34]3=[O:39])=[CH:29][CH:28]=2)[CH2:9]1)=O)(C)(C)C.[F:41][C:42]([F:47])([F:46])[C:43]([OH:45])=[O:44], predict the reaction product. The product is: [CH2:18]([O:17][C:15](=[O:16])[NH:14][C@H:11]1[CH2:12][CH2:13][NH:8][CH2:9][C@H:10]1[NH:25][C:26](=[O:40])[C:27]1[CH:32]=[CH:31][C:30]([N:33]2[CH:38]=[CH:37][CH:36]=[CH:35][C:34]2=[O:39])=[CH:29][CH:28]=1)[C:19]1[CH:24]=[CH:23][CH:22]=[CH:21][CH:20]=1.[C:43]([OH:45])([C:42]([F:47])([F:46])[F:41])=[O:44].